Task: Predict which catalyst facilitates the given reaction.. Dataset: Catalyst prediction with 721,799 reactions and 888 catalyst types from USPTO (1) Reactant: [CH3:1][C:2]1[CH:3]=[C:4]([CH:6]=[C:7]([CH3:9])[CH:8]=1)[NH2:5].C(N(CC)CC)C.[CH3:17][S:18](Cl)(=[O:20])=[O:19]. Product: [CH3:1][C:2]1[CH:3]=[C:4]([NH:5][S:18]([CH3:17])(=[O:20])=[O:19])[CH:6]=[C:7]([CH3:9])[CH:8]=1. The catalyst class is: 2. (2) Reactant: [CH:1]([C:4]1[CH:5]=[C:6]2[C:11](=[C:12](Br)[CH:13]=1)[N:10]=[CH:9][CH:8]=[CH:7]2)([CH3:3])[CH3:2].[OH:15][CH2:16][C:17]1[CH:18]=[C:19](B(O)O)[CH:20]=[CH:21][CH:22]=1.C([O-])([O-])=O.[Na+].[Na+].COCCOC. Product: [CH:1]([C:4]1[CH:5]=[C:6]2[C:11](=[C:12]([C:21]3[CH:20]=[CH:19][CH:18]=[C:17]([CH2:16][OH:15])[CH:22]=3)[CH:13]=1)[N:10]=[CH:9][CH:8]=[CH:7]2)([CH3:3])[CH3:2]. The catalyst class is: 518.